From a dataset of Catalyst prediction with 721,799 reactions and 888 catalyst types from USPTO. Predict which catalyst facilitates the given reaction. Reactant: C(Cl)(=O)C(Cl)=O.CS(C)=O.[Si:11]([O:18][CH:19]1[CH2:22][CH:21]([CH2:23][OH:24])[CH2:20]1)([C:14]([CH3:17])([CH3:16])[CH3:15])([CH3:13])[CH3:12]. Product: [Si:11]([O:18][CH:19]1[CH2:20][CH:21]([CH:23]=[O:24])[CH2:22]1)([C:14]([CH3:17])([CH3:16])[CH3:15])([CH3:13])[CH3:12]. The catalyst class is: 2.